Dataset: TCR-epitope binding with 47,182 pairs between 192 epitopes and 23,139 TCRs. Task: Binary Classification. Given a T-cell receptor sequence (or CDR3 region) and an epitope sequence, predict whether binding occurs between them. (1) The epitope is FPPTSFGPL. The TCR CDR3 sequence is CASSQGWDMHEKLFF. Result: 1 (the TCR binds to the epitope). (2) The epitope is RLRAEAQVK. The TCR CDR3 sequence is CASSWHSSTDTQYF. Result: 1 (the TCR binds to the epitope). (3) The epitope is AVFDRKSDAK. The TCR CDR3 sequence is CASSPIQDTEAFF. Result: 1 (the TCR binds to the epitope). (4) The epitope is SLFNTVATLY. The TCR CDR3 sequence is CSVGDTGYEQYF. Result: 0 (the TCR does not bind to the epitope). (5) The epitope is FLLNKEMYL. The TCR CDR3 sequence is CANTSIGSGANVLTF. Result: 0 (the TCR does not bind to the epitope). (6) The epitope is VLAWLYAAV. The TCR CDR3 sequence is CASSQDGSGYNEQFF. Result: 1 (the TCR binds to the epitope). (7) The epitope is EHPTFTSQYRIQGKL. The TCR CDR3 sequence is CASSSRDSQNQPQHF. Result: 0 (the TCR does not bind to the epitope). (8) The TCR CDR3 sequence is CASGLDSSSGNTIYF. Result: 1 (the TCR binds to the epitope). The epitope is KLGGALQAK. (9) The epitope is TPQDLNTML. The TCR CDR3 sequence is CASRGPKGPDTQYF. Result: 0 (the TCR does not bind to the epitope).